From a dataset of Choline transporter screen with 302,306 compounds. Binary Classification. Given a drug SMILES string, predict its activity (active/inactive) in a high-throughput screening assay against a specified biological target. (1) The molecule is Oc1c2nc(ccc2c(cc1C)C)/C=C\c1c(NC(=O)C)cccc1. The result is 0 (inactive). (2) The result is 0 (inactive). The compound is S1c2c(N(CC1)Cc1ccccc1)cc(C(=O)NCCCN1CCN(CC1)C)cc2. (3) The molecule is S(CC(=O)Nc1sccn1)c1sc(nn1)C. The result is 0 (inactive). (4) The compound is O1CCN(CCN2C(=O)c3c(C2=O)cccc3)CC1. The result is 0 (inactive). (5) The molecule is S(=O)(=O)(N(C)C)c1cc(NC(=O)CNCc2ncccc2)ccc1. The result is 0 (inactive). (6) The result is 0 (inactive). The molecule is O=C(c1c2c3c(CCc3ccc2)cc1)C. (7) The drug is Clc1c(cc(OCc2onc(C(=O)NC(CC)c3ccncc3)c2)cc1C)C. The result is 0 (inactive). (8) The molecule is s1c(NC(=O)CCC(CCCC)(C(OCC)=O)C(OCC)=O)nnc1. The result is 0 (inactive).